This data is from Catalyst prediction with 721,799 reactions and 888 catalyst types from USPTO. The task is: Predict which catalyst facilitates the given reaction. (1) Reactant: C1CCN2C(=NCCC2)CC1.[C:12]([CH2:17][C:18]([O:20][CH2:21][CH3:22])=[O:19])(=O)[CH:13]([CH3:15])[CH3:14].[N:23]([C:26]1[CH:31]=[CH:30][CH:29]=[CH:28][C:27]=1[F:32])=[N+:24]=[N-:25].O. Product: [F:32][C:27]1[CH:28]=[CH:29][CH:30]=[CH:31][C:26]=1[N:23]1[C:12]([CH:13]([CH3:15])[CH3:14])=[C:17]([C:18]([O:20][CH2:21][CH3:22])=[O:19])[N:25]=[N:24]1. The catalyst class is: 3. (2) Reactant: C1CC1C(NC1SC=C(C2C=CC(CN)=CC=2)N=1)=O.C1CC1C([NH:25][C:26]1[S:27][CH:28]=[C:29]([C:31]2[CH:45]=[CH:44][C:34]([CH2:35][NH:36][C:37]([O:39][C:40]([CH3:43])([CH3:42])[CH3:41])=[O:38])=[CH:33][CH:32]=2)[N:30]=1)=O.FC(F)(F)C(O)=O. Product: [NH2:25][C:26]1[S:27][CH:28]=[C:29]([C:31]2[CH:45]=[CH:44][C:34]([CH2:35][NH:36][C:37]([O:39][C:40]([CH3:41])([CH3:43])[CH3:42])=[O:38])=[CH:33][CH:32]=2)[N:30]=1. The catalyst class is: 2. (3) Product: [NH2:1][C:2](=[O:41])[C@@H:3]([NH:7][C:8]([C:10]1([CH2:32][C:33]2[CH:38]=[CH:37][CH:36]=[C:35]([O:39][CH3:40])[CH:34]=2)[CH2:14][CH2:13][CH2:12][N:11]1[C:15]([C@@H:17]1[CH2:21][CH2:20][CH2:19][NH:18]1)=[O:16])=[O:9])[C@H:4]([OH:6])[CH3:5]. Reactant: [NH2:1][C:2](=[O:41])[C@@H:3]([NH:7][C:8]([C:10]1([CH2:32][C:33]2[CH:38]=[CH:37][CH:36]=[C:35]([O:39][CH3:40])[CH:34]=2)[CH2:14][CH2:13][CH2:12][N:11]1[C:15]([C@@H:17]1[CH2:21][CH2:20][CH2:19][N:18]1C(OCC1C=CC=CC=1)=O)=[O:16])=[O:9])[C@H:4]([OH:6])[CH3:5]. The catalyst class is: 19.